Dataset: Merck oncology drug combination screen with 23,052 pairs across 39 cell lines. Task: Regression. Given two drug SMILES strings and cell line genomic features, predict the synergy score measuring deviation from expected non-interaction effect. (1) Drug 1: CCN(CC)CCNC(=O)c1c(C)[nH]c(C=C2C(=O)Nc3ccc(F)cc32)c1C. Drug 2: CC1(c2nc3c(C(N)=O)cccc3[nH]2)CCCN1. Cell line: NCIH23. Synergy scores: synergy=3.52. (2) Synergy scores: synergy=29.6. Cell line: A427. Drug 2: Cc1nc(Nc2ncc(C(=O)Nc3c(C)cccc3Cl)s2)cc(N2CCN(CCO)CC2)n1. Drug 1: COc1cc(C2c3cc4c(cc3C(OC3OC5COC(C)OC5C(O)C3O)C3COC(=O)C23)OCO4)cc(OC)c1O. (3) Drug 1: O=C(O)C1(Cc2cccc(Nc3nccs3)n2)CCC(Oc2cccc(Cl)c2F)CC1. Drug 2: Cn1c(=O)n(-c2ccc(C(C)(C)C#N)cc2)c2c3cc(-c4cnc5ccccc5c4)ccc3ncc21. Cell line: PA1. Synergy scores: synergy=20.5. (4) Drug 1: O=P1(N(CCCl)CCCl)NCCCO1. Drug 2: Cn1c(=O)n(-c2ccc(C(C)(C)C#N)cc2)c2c3cc(-c4cnc5ccccc5c4)ccc3ncc21. Cell line: LOVO. Synergy scores: synergy=15.2. (5) Drug 1: CC(=O)OC1C(=O)C2(C)C(O)CC3OCC3(OC(C)=O)C2C(OC(=O)c2ccccc2)C2(O)CC(OC(=O)C(O)C(NC(=O)c3ccccc3)c3ccccc3)C(C)=C1C2(C)C. Drug 2: O=C(CCCCCCC(=O)Nc1ccccc1)NO. Cell line: UWB1289BRCA1. Synergy scores: synergy=6.38. (6) Drug 1: O=c1[nH]cc(F)c(=O)[nH]1. Drug 2: C#Cc1cccc(Nc2ncnc3cc(OCCOC)c(OCCOC)cc23)c1. Cell line: MDAMB436. Synergy scores: synergy=16.1. (7) Drug 1: COc1cccc2c1C(=O)c1c(O)c3c(c(O)c1C2=O)CC(O)(C(=O)CO)CC3OC1CC(N)C(O)C(C)O1. Drug 2: O=C(NOCC(O)CO)c1ccc(F)c(F)c1Nc1ccc(I)cc1F. Cell line: SKMEL30. Synergy scores: synergy=-24.5.